Predict the product of the given reaction. From a dataset of Forward reaction prediction with 1.9M reactions from USPTO patents (1976-2016). Given the reactants [NH2:1][C:2]1[C:7]([NH2:8])=[CH:6][CH:5]=[CH:4][N:3]=1.Cl.[Cl:10][C:11]1[CH:12]=[CH:13][C:14]([O:28][CH2:29][CH:30]([CH3:32])[CH3:31])=[C:15]([CH2:17][N:18]2[C:22]([CH3:23])=[CH:21][C:20]([C:24](=N)OC)=[N:19]2)[CH:16]=1, predict the reaction product. The product is: [ClH:10].[Cl:10][C:11]1[CH:12]=[CH:13][C:14]([O:28][CH2:29][CH:30]([CH3:32])[CH3:31])=[C:15]([CH2:17][N:18]2[C:22]([CH3:23])=[CH:21][C:20]([C:24]3[NH:8][C:7]4[C:2]([N:1]=3)=[N:3][CH:4]=[CH:5][CH:6]=4)=[N:19]2)[CH:16]=1.